This data is from Full USPTO retrosynthesis dataset with 1.9M reactions from patents (1976-2016). The task is: Predict the reactants needed to synthesize the given product. Given the product [O:1]1[CH2:5][CH2:4][CH2:3][CH2:2]1.[F:6][Sb-:7]([F:12])([F:11])([F:10])([F:9])[F:8].[Cl-:13].[Cr+3:14].[NH:38]1[C:42]2[CH:43]=[CH:44][CH:45]=[CH:46][C:41]=2[N:40]=[C:39]1[CH2:47][N:48]([CH2:55][C:56]1[NH:57][C:58]2[CH:64]=[CH:63][CH:62]=[CH:61][C:59]=2[N:60]=1)[CH3:49], predict the reactants needed to synthesize it. The reactants are: [O:1]1[CH2:5][CH2:4][CH2:3][CH2:2]1.[F:6][Sb-:7]([F:12])([F:11])([F:10])([F:9])[F:8].[Cl-:13].[Cr+3:14].N1C2C=CC=CC=2N=C1CNCC1NC2C=CC=CC=2N=1.[Cl-].[Cr+3].[NH:38]1[C:42]2[CH:43]=[CH:44][CH:45]=[CH:46][C:41]=2[N:40]=[C:39]1[CH2:47][N:48]([CH2:55][C:56]1[NH:60][C:59]2[CH:61]=[CH:62][CH:63]=[CH:64][C:58]=2[N:57]=1)[CH2:49]CCCCC.[Cl-].[Cl-].